From a dataset of Catalyst prediction with 721,799 reactions and 888 catalyst types from USPTO. Predict which catalyst facilitates the given reaction. Product: [CH3:18][S:15]([O:7][CH2:1][CH2:2][CH2:3][CH2:4][C:5]#[CH:6])(=[O:17])=[O:16]. The catalyst class is: 280. Reactant: [C:1]([OH:7])#[C:2][CH2:3][CH2:4][CH2:5][CH3:6].C(N(CC)CC)C.[S:15](Cl)([CH3:18])(=[O:17])=[O:16].